Predict the reactants needed to synthesize the given product. From a dataset of Full USPTO retrosynthesis dataset with 1.9M reactions from patents (1976-2016). (1) Given the product [ClH:28].[ClH:35].[CH3:1][C:2]1[CH:7]=[C:6]([CH3:8])[N:5]=[CH:4][C:3]=1[CH2:9][NH:10][C:11]([C:13]1[CH:17]=[C:16]([NH:18][C:19](=[O:29])[C:20]2[CH:25]=[C:24]([F:26])[C:23]([F:27])=[CH:22][C:21]=2[Cl:28])[NH:15][N:14]=1)=[O:12], predict the reactants needed to synthesize it. The reactants are: [CH3:1][C:2]1[CH:7]=[C:6]([CH3:8])[N:5]=[CH:4][C:3]=1[CH2:9][NH:10][C:11]([C:13]1[CH:17]=[C:16]([NH:18][C:19](=[O:29])[C:20]2[CH:25]=[C:24]([F:26])[C:23]([F:27])=[CH:22][C:21]=2[Cl:28])[NH:15][N:14]=1)=[O:12].O1CCCC1.[ClH:35].C(OCC)(=O)C. (2) Given the product [CH2:12]([O:11][C:9]([N:8]1[C@H:3]([CH2:2][OH:1])[CH2:4][CH2:5][C@H:6]([C:19]([OH:21])=[O:20])[CH2:7]1)=[O:10])[C:13]1[CH:18]=[CH:17][CH:16]=[CH:15][CH:14]=1, predict the reactants needed to synthesize it. The reactants are: [OH:1][CH2:2][C@H:3]1[N:8]([C:9]([O:11][CH2:12][C:13]2[CH:18]=[CH:17][CH:16]=[CH:15][CH:14]=2)=[O:10])[CH2:7][C@@H:6]([C:19]([O:21]C)=[O:20])[CH2:5][CH2:4]1.O.[OH-].[Li+]. (3) Given the product [Si:11]([O:18][CH2:19][C:20]1([CH:23]=[O:24])[CH2:21][CH2:22]1)([C:14]([CH3:17])([CH3:16])[CH3:15])([CH3:13])[CH3:12], predict the reactants needed to synthesize it. The reactants are: CS(C)=O.C(Cl)(=O)C(Cl)=O.[Si:11]([O:18][CH2:19][C:20]1([CH2:23][OH:24])[CH2:22][CH2:21]1)([C:14]([CH3:17])([CH3:16])[CH3:15])([CH3:13])[CH3:12].CCN(C(C)C)C(C)C. (4) The reactants are: Br[C:2]1[CH:11]=[C:10]2[C:5]([C:6]([CH3:15])([CH3:14])[CH2:7][C:8](=[O:13])[N:9]2[CH3:12])=[CH:4][C:3]=1[CH3:16].[C:17](=[O:20])([O-])[O-].[K+].[K+]. Given the product [CH3:8][N:9]([CH3:12])[C:10]1[CH:11]=[CH:2][C:3]([CH:17]=[O:20])=[CH:4][C:5]=1[C:2]1[CH:11]=[C:10]2[C:5]([C:6]([CH3:15])([CH3:14])[CH2:7][C:8](=[O:13])[N:9]2[CH3:12])=[CH:4][C:3]=1[CH3:16], predict the reactants needed to synthesize it. (5) The reactants are: [CH3:1][C:2]1[N:7]=[C:6]([C:8]2[C:13]([C:14]3[CH:19]=[CH:18][N:17]4[N:20]=[CH:21][C:22]([C:23]([O:25]CC)=[O:24])=[C:16]4[N:15]=3)=[CH:12][CH:11]=[CH:10][N:9]=2)[CH:5]=[CH:4][CH:3]=1.FC(F)(F)C1N=C(C2C(C3C=CN4N=CC(C(O)=O)=C4N=3)=CC=CN=2)C=CC=1. Given the product [CH3:1][C:2]1[N:7]=[C:6]([C:8]2[C:13]([C:14]3[CH:19]=[CH:18][N:17]4[N:20]=[CH:21][C:22]([C:23]([OH:25])=[O:24])=[C:16]4[N:15]=3)=[CH:12][CH:11]=[CH:10][N:9]=2)[CH:5]=[CH:4][CH:3]=1, predict the reactants needed to synthesize it. (6) Given the product [C:12]12([CH2:22][N:23]3[CH2:28][CH2:27][CH:26]([NH:29][C:10]([NH:9][C:5]4[CH:6]=[CH:7][CH:8]=[C:3]([CH2:1][CH3:2])[CH:4]=4)=[O:11])[CH2:25][CH2:24]3)[CH2:13][CH:14]3[CH2:20][CH:18]([CH2:17][CH:16]([CH2:15]3)[CH2:21]1)[CH2:19]2, predict the reactants needed to synthesize it. The reactants are: [CH2:1]([C:3]1[CH:4]=[C:5]([N:9]=[C:10]=[O:11])[CH:6]=[CH:7][CH:8]=1)[CH3:2].[C:12]12([CH2:22][N:23]3[CH2:28][CH2:27][CH:26]([NH2:29])[CH2:25][CH2:24]3)[CH2:21][CH:16]3[CH2:17][CH:18]([CH2:20][CH:14]([CH2:15]3)[CH2:13]1)[CH2:19]2. (7) Given the product [F:20][C:17]([F:18])([F:19])[C:12]([C:3]1[CH:4]=[CH:5][C:6]2[C:11](=[CH:10][CH:9]=[CH:8][CH:7]=2)[C:2]=1[NH:1][C:32]([C:31]1[CH:35]=[CH:36][C:28]([C:22]2[CH:23]=[CH:24][CH:25]=[CH:26][CH:27]=2)=[CH:29][CH:30]=1)=[O:33])([OH:21])[C:13]([F:14])([F:15])[F:16], predict the reactants needed to synthesize it. The reactants are: [NH2:1][C:2]1[C:11]2[C:6](=[CH:7][CH:8]=[CH:9][CH:10]=2)[CH:5]=[CH:4][C:3]=1[C:12]([OH:21])([C:17]([F:20])([F:19])[F:18])[C:13]([F:16])([F:15])[F:14].[C:22]1([C:28]2[CH:36]=[CH:35][C:31]([C:32](Cl)=[O:33])=[CH:30][CH:29]=2)[CH:27]=[CH:26][CH:25]=[CH:24][CH:23]=1. (8) Given the product [C:30]([NH2:37])(=[O:2])[C:31]1[CH:36]=[CH:35][CH:34]=[CH:33][CH:32]=1.[C:1]([NH:8][C@@H:9]([C:12]([OH:14])=[O:13])[CH2:10][OH:11])([O:3][C:4]([CH3:7])([CH3:6])[CH3:5])=[O:2], predict the reactants needed to synthesize it. The reactants are: [C:1]([NH:8][C@@H:9]([C:12]([OH:14])=[O:13])[CH2:10][OH:11])([O:3][C:4]([CH3:7])([CH3:6])[CH3:5])=[O:2].CN1CCOCC1.ClC(OCC(C)C)=O.[CH2:30]([NH2:37])[C:31]1[CH:36]=[CH:35][CH:34]=[CH:33][CH:32]=1. (9) Given the product [Cl:8][C:4]1[N:3]=[C:2]([NH:9][CH2:10][CH2:11][OH:12])[CH:7]=[N:6][CH:5]=1, predict the reactants needed to synthesize it. The reactants are: Cl[C:2]1[CH:7]=[N:6][CH:5]=[C:4]([Cl:8])[N:3]=1.[NH2:9][CH2:10][CH2:11][OH:12].CCN(C(C)C)C(C)C. (10) Given the product [Cl:1][C:2]1[C:3]([CH3:27])=[C:4]([CH2:8][N:9]2[C:14]3[N:15]=[C:16]([N:18]4[CH2:23][CH2:22][O:21][CH2:20][CH2:19]4)[S:17][C:13]=3[C:12](=[O:24])[N:11]=[C:10]2[O:32][CH3:37])[CH:5]=[CH:6][CH:7]=1, predict the reactants needed to synthesize it. The reactants are: [Cl:1][C:2]1[C:3]([CH3:27])=[C:4]([CH2:8][N:9]2[C:14]3[N:15]=[C:16]([N:18]4[CH2:23][CH2:22][O:21][CH2:20][CH2:19]4)[S:17][C:13]=3[C:12](=[O:24])[N:11]=[C:10]2SC)[CH:5]=[CH:6][CH:7]=1.B1([O-])OO1.[OH2:32].O.O.O.[Na+].[CH3:37]O.